Dataset: Forward reaction prediction with 1.9M reactions from USPTO patents (1976-2016). Task: Predict the product of the given reaction. (1) The product is: [CH3:24][C:4]1[N:3]=[C:2]([C:30]2[N:26]([CH3:25])[CH:27]=[N:28][CH:29]=2)[C:11]2[CH2:10][CH2:9][C@H:8]3[C@H:12]([CH3:17])[C:13](=[O:16])[CH2:14][CH2:15][C@:7]3([C:18]3[CH:23]=[CH:22][CH:21]=[CH:20][CH:19]=3)[C:6]=2[N:5]=1. Given the reactants Cl[C:2]1[C:11]2[CH2:10][CH2:9][C@H:8]3[C@H:12]([CH3:17])[C:13](=[O:16])[CH2:14][CH2:15][C@:7]3([C:18]3[CH:23]=[CH:22][CH:21]=[CH:20][CH:19]=3)[C:6]=2[N:5]=[C:4]([CH3:24])[N:3]=1.[CH3:25][N:26]1[C:30](B2OC(C)(C)C(C)(C)O2)=[CH:29][N:28]=[CH:27]1.C(=O)([O-])[O-].[Na+].[Na+], predict the reaction product. (2) Given the reactants [C:1]([C:4]1[CH:15]=[C:14]([Cl:16])[CH:13]=[CH:12][C:5]=1[O:6][CH2:7][C:8]([O:10]C)=[O:9])(=O)[CH3:2].CC[O-].[Na+], predict the reaction product. The product is: [Cl:16][C:14]1[CH:13]=[CH:12][C:5]2[O:6][C:7]([C:8]([OH:10])=[O:9])=[C:1]([CH3:2])[C:4]=2[CH:15]=1. (3) Given the reactants [F:1][C:2]1[CH:3]=[C:4]([C:10]2[N:11]=[C:12]([O:21][C:22]3[CH:27]=[CH:26][C:25]([CH2:28][C:29]([O:31]C)=[O:30])=[CH:24][CH:23]=3)[C:13]3[CH2:18][S:17](=[O:20])(=[O:19])[CH2:16][C:14]=3[N:15]=2)[CH:5]=[CH:6][C:7]=1[O:8][CH3:9].FC1SC(C2N=C(OC3C=CC(CC(O)=O)=CC=3)C3CS(=O)(=O)CC=3N=2)=CC=1, predict the reaction product. The product is: [F:1][C:2]1[CH:3]=[C:4]([C:10]2[N:11]=[C:12]([O:21][C:22]3[CH:27]=[CH:26][C:25]([CH2:28][C:29]([OH:31])=[O:30])=[CH:24][CH:23]=3)[C:13]3[CH2:18][S:17](=[O:19])(=[O:20])[CH2:16][C:14]=3[N:15]=2)[CH:5]=[CH:6][C:7]=1[O:8][CH3:9]. (4) Given the reactants [Br:1][CH:2]1[C:10]2[C:5](=[CH:6][CH:7]=[CH:8][C:9]=2[O:11][CH3:12])[C:4](=[O:13])[O:3]1.[C:14]1([P:20]([C:27]2[CH:32]=[CH:31][CH:30]=[CH:29][CH:28]=2)[C:21]2[CH:26]=[CH:25][CH:24]=[CH:23][CH:22]=2)[CH:19]=[CH:18][CH:17]=[CH:16][CH:15]=1, predict the reaction product. The product is: [Br-:1].[CH3:12][O:11][C:9]1[CH:8]=[CH:7][CH:6]=[C:5]2[C:10]=1[CH:2]([P+:20]([C:21]1[CH:22]=[CH:23][CH:24]=[CH:25][CH:26]=1)([C:27]1[CH:32]=[CH:31][CH:30]=[CH:29][CH:28]=1)[C:14]1[CH:15]=[CH:16][CH:17]=[CH:18][CH:19]=1)[O:3][C:4]2=[O:13]. (5) Given the reactants FC(F)(F)S(O[C:7]1[C:16]2[C:11](=[CH:12][C:13]([C:17]#[N:18])=[CH:14][CH:15]=2)[CH2:10][CH2:9][CH:8]=1)(=O)=O.C1(P(C2C=CC=CC=2)C2C=CC=CC=2)C=CC=CC=1.C1([O-])C=CC=CC=1.[K+].[B:48]1([B:48]2[O:52][C:51]([CH3:54])([CH3:53])[C:50]([CH3:56])([CH3:55])[O:49]2)[O:52][C:51]([CH3:54])([CH3:53])[C:50]([CH3:56])([CH3:55])[O:49]1, predict the reaction product. The product is: [CH3:55][C:50]1([CH3:56])[C:51]([CH3:54])([CH3:53])[O:52][B:48]([C:7]2[C:16]3[CH:15]=[CH:14][C:13]([C:17]#[N:18])=[CH:12][C:11]=3[CH2:10][CH2:9][CH:8]=2)[O:49]1. (6) Given the reactants [CH3:1][C:2]1[C:7]([CH:8]2[CH2:13][CH:12](CS([O-])(=O)=O)[CH2:11][CH2:10][O:9]2)=[CH:6][CH:5]=[C:4]([CH3:19])[N:3]=1.C([O-])([O-])=O.[Cs+].[Cs+].[F:26][C:27]([F:36])([F:35])[C:28]1[CH:29]=[C:30]([SH:34])[CH:31]=[CH:32][CH:33]=1, predict the reaction product. The product is: [CH3:1][C:2]1[C:7]([CH:8]2[CH2:13][CH:12]([S:34][C:30]3[CH:31]=[CH:32][CH:33]=[C:28]([C:27]([F:26])([F:35])[F:36])[CH:29]=3)[CH2:11][CH2:10][O:9]2)=[CH:6][CH:5]=[C:4]([CH3:19])[N:3]=1. (7) Given the reactants [O:1]=[S:2]1(=[O:19])[CH2:6][CH2:5][CH2:4][N:3]1[C:7]([C:10]1[CH:18]=[CH:17][C:13]([C:14]([OH:16])=O)=[CH:12][CH:11]=1)([CH3:9])[CH3:8].[CH3:20][C:21]1[C:22]([N:29]2[CH2:34][CH2:33][NH:32][CH2:31][CH2:30]2)=[N:23][CH:24]=[C:25]([CH:28]=1)[C:26]#[N:27], predict the reaction product. The product is: [O:19]=[S:2]1(=[O:1])[CH2:6][CH2:5][CH2:4][N:3]1[C:7]([C:10]1[CH:11]=[CH:12][C:13]([C:14]([N:32]2[CH2:33][CH2:34][N:29]([C:22]3[C:21]([CH3:20])=[CH:28][C:25]([C:26]#[N:27])=[CH:24][N:23]=3)[CH2:30][CH2:31]2)=[O:16])=[CH:17][CH:18]=1)([CH3:8])[CH3:9]. (8) The product is: [C:1]([O:5][C@@H:6]([C:11]1[C:40]([CH3:41])=[C:39]([C:42]([OH:45])([CH3:44])[CH3:43])[C:38]2=[N:46][C:35]3=[CH:36][N:37]2[C:12]=1[N:13]1[CH2:14][CH2:15][C:16]([CH3:52])([O:17][CH2:18][CH2:19][CH2:20][CH2:21][C@H:22]([CH3:49])[O:23][C:24]2[CH:25]=[CH:26][C:27]([F:48])=[CH:28][C:29]=2[C:30]2[CH:47]=[C:34]3[CH:33]=[CH:32][CH:31]=2)[CH2:50][CH2:51]1)[C:7]([OH:9])=[O:8])([CH3:2])([CH3:3])[CH3:4]. Given the reactants [C:1]([O:5][C@@H:6]([C:11]1[C:40]([CH3:41])=[C:39]([C:42]([OH:45])([CH3:44])[CH3:43])[C:38]2=[N:46][C:35]3=[CH:36][N:37]2[C:12]=1[N:13]1[CH2:51][CH2:50][C:16]([CH3:52])([O:17][CH2:18][CH2:19][CH2:20][CH2:21][C@H:22]([CH3:49])[O:23][C:24]2[CH:25]=[CH:26][C:27]([F:48])=[CH:28][C:29]=2[C:30]2[CH:47]=[C:34]3[CH:33]=[CH:32][CH:31]=2)[CH2:15][CH2:14]1)[C:7]([O:9]C)=[O:8])([CH3:4])([CH3:3])[CH3:2].C(O[C@@H](C1C(C)=CC2=NC3=C(Cl)N2C=1N1CCC(C)(OCCCC[C@H](C)OC2C=CC(C)=CC=2C2C=C3C=CC=2)CC1)C(O)=O)(C)(C)C, predict the reaction product. (9) Given the reactants [CH3:1][C:2]1[C:10]2[CH2:9][O:8][C:7](=[O:11])[C:6]=2[CH:5]=[CH:4][C:3]=1[CH:12]1[CH2:14][O:13]1.C(Cl)Cl, predict the reaction product. The product is: [CH3:1][C:2]1[C:10]2[CH2:9][O:8][C:7](=[O:11])[C:6]=2[CH:5]=[CH:4][C:3]=1[C@@H:12]1[CH2:14][O:13]1. (10) Given the reactants [CH3:1][O:2][C:3]([C:5]1[O:6][C:7](Br)=[CH:8][CH:9]=1)=[O:4].[CH3:11][S:12]([O-:14])=[O:13].[Na+], predict the reaction product. The product is: [CH3:1][O:2][C:3]([C:5]1[O:6][C:7]([S:12]([CH3:11])(=[O:14])=[O:13])=[CH:8][CH:9]=1)=[O:4].